Regression. Given a peptide amino acid sequence and an MHC pseudo amino acid sequence, predict their binding affinity value. This is MHC class II binding data. From a dataset of Peptide-MHC class II binding affinity with 134,281 pairs from IEDB. (1) The peptide sequence is VDEEYRFISDATFVDET. The MHC is DRB1_0101 with pseudo-sequence DRB1_0101. The binding affinity (normalized) is 0.149. (2) The peptide sequence is VVVHITDDNEEPIAA. The MHC is HLA-DPA10201-DPB10501 with pseudo-sequence HLA-DPA10201-DPB10501. The binding affinity (normalized) is 0. (3) The peptide sequence is GNGCFKIYHKCDNAC. The MHC is DRB3_0101 with pseudo-sequence DRB3_0101. The binding affinity (normalized) is 0.319. (4) The peptide sequence is SNQVKFYFNKRLN. The MHC is HLA-DPA10301-DPB10402 with pseudo-sequence HLA-DPA10301-DPB10402. The binding affinity (normalized) is 0.0958. (5) The peptide sequence is RMFSSTLRAAVPWYA. The MHC is HLA-DPA10201-DPB10501 with pseudo-sequence HLA-DPA10201-DPB10501. The binding affinity (normalized) is 0.411.